Dataset: Catalyst prediction with 721,799 reactions and 888 catalyst types from USPTO. Task: Predict which catalyst facilitates the given reaction. (1) Reactant: C(N(CC)CC)C.[CH2:8]([O:15][C:16]1[CH:21]=[CH:20][C:19]([S:22](Cl)(=[O:24])=[O:23])=[CH:18][CH:17]=1)[C:9]1[CH:14]=[CH:13][CH:12]=[CH:11][CH:10]=1.[NH2:26][CH2:27][C@H:28]([N:33]1[CH2:38][CH2:37][CH2:36][CH2:35][CH2:34]1)[C:29]([O:31][CH3:32])=[O:30]. Product: [CH2:8]([O:15][C:16]1[CH:21]=[CH:20][C:19]([S:22]([NH:26][CH2:27][C@H:28]([N:33]2[CH2:38][CH2:37][CH2:36][CH2:35][CH2:34]2)[C:29]([O:31][CH3:32])=[O:30])(=[O:24])=[O:23])=[CH:18][CH:17]=1)[C:9]1[CH:14]=[CH:13][CH:12]=[CH:11][CH:10]=1. The catalyst class is: 4. (2) Reactant: [NH2:1][C:2]1[C:7]([OH:8])=[CH:6][CH:5]=[CH:4][N:3]=1.[Br:9][C:10]1[CH:11]=[CH:12][C:13]([C:16](O)=O)=[N:14][CH:15]=1. Product: [Br:9][C:10]1[CH:11]=[CH:12][C:13]([C:16]2[O:8][C:7]3[C:2]([N:1]=2)=[N:3][CH:4]=[CH:5][CH:6]=3)=[N:14][CH:15]=1. The catalyst class is: 813.